From a dataset of Retrosynthesis with 50K atom-mapped reactions and 10 reaction types from USPTO. Predict the reactants needed to synthesize the given product. (1) Given the product CC(C)c1nc(CCNC(=O)c2cc(Cl)ccc2O)cs1, predict the reactants needed to synthesize it. The reactants are: CC(C)c1nc(CCN)cs1.O=C(O)c1cc(Cl)ccc1O. (2) Given the product CCCSP(=O)(OCC)Oc1cccc(C=NNC(=O)c2ccccc2)c1, predict the reactants needed to synthesize it. The reactants are: CCCSP(=O)(OCC)Oc1cccc(C=O)c1.NNC(=O)c1ccccc1. (3) Given the product Oc1ccnc(-c2cnn3ccccc23)n1, predict the reactants needed to synthesize it. The reactants are: COc1ccnc(-c2cnn3ccccc23)n1.